Predict the reactants needed to synthesize the given product. From a dataset of Full USPTO retrosynthesis dataset with 1.9M reactions from patents (1976-2016). (1) Given the product [CH3:1][C:2]1[CH:3]=[CH:4][C:5]([NH:21][C:22]([C:24]2[CH:29]=[CH:28][C:27]([CH2:30][N:31]3[CH2:32][CH2:33][N:34]([CH3:37])[CH2:35][CH2:36]3)=[CH:26][CH:25]=2)=[O:23])=[CH:6][C:7]=1[NH:8][C:9]1[N:10]=[CH:11][CH:12]=[C:13]([C:15]2[CH:16]=[CH:17][CH:18]=[N:19][CH:20]=2)[N:14]=1.[C:38]([OH:50])(=[O:49])/[CH:39]=[CH:40]/[C:41]1[CH:48]=[CH:47][C:45]([OH:46])=[C:43]([OH:44])[CH:42]=1, predict the reactants needed to synthesize it. The reactants are: [CH3:1][C:2]1[CH:3]=[CH:4][C:5]([NH:21][C:22]([C:24]2[CH:25]=[CH:26][C:27]([CH2:30][N:31]3[CH2:36][CH2:35][N:34]([CH3:37])[CH2:33][CH2:32]3)=[CH:28][CH:29]=2)=[O:23])=[CH:6][C:7]=1[NH:8][C:9]1[N:10]=[CH:11][CH:12]=[C:13]([C:15]2[CH:16]=[CH:17][CH:18]=[N:19][CH:20]=2)[N:14]=1.[C:38]([OH:50])(=[O:49])/[CH:39]=[CH:40]/[C:41]1[CH:48]=[CH:47][C:45]([OH:46])=[C:43]([OH:44])[CH:42]=1. (2) Given the product [CH3:13][C:6]1([CH2:7][CH2:8][CH2:9][CH:10]([CH3:12])[CH3:11])[CH2:5][CH2:4][O:3][S:1](=[O:14])(=[O:15])[NH:2]1, predict the reactants needed to synthesize it. The reactants are: [S:1](=[O:15])(=[O:14])([O:3][CH2:4][CH2:5][CH:6]([CH3:13])[CH2:7][CH2:8][CH2:9][CH:10]([CH3:12])[CH3:11])[NH2:2]. (3) Given the product [Br:1][C:2]1[CH:3]=[CH:4][C:5](/[CH:6]=[CH:7]/[CH2:8][OH:9])=[CH:13][CH:14]=1, predict the reactants needed to synthesize it. The reactants are: [Br:1][C:2]1[CH:14]=[CH:13][C:5](/[CH:6]=[CH:7]/[C:8](OCC)=[O:9])=[CH:4][CH:3]=1.C1(C)C=CC=CC=1.[H-].C([Al+]CC(C)C)C(C)C. (4) Given the product [N:17]1[C:14]2[CH2:15][CH2:16][NH:11][CH2:12][C:13]=2[S:19][C:18]=1[C:20]1[CH:25]=[CH:24][C:23]([OH:26])=[CH:22][CH:21]=1, predict the reactants needed to synthesize it. The reactants are: C(OC([N:11]1[CH2:16][CH2:15][C:14]2[N:17]=[C:18]([C:20]3[CH:25]=[CH:24][C:23]([O:26]C)=[CH:22][CH:21]=3)[S:19][C:13]=2[CH2:12]1)=O)C1C=CC=CC=1.B(Br)(Br)Br. (5) Given the product [CH3:24][O:25][C:26]1[CH:27]=[C:28]([CH:31]=[CH:32][CH:33]=1)[CH2:29][O:1][C:2]1[C:3]([CH3:23])=[C:4]([C:11]([C:13]2[CH:22]=[CH:21][C:16]([C:17]([O:19][CH3:20])=[O:18])=[CH:15][CH:14]=2)=[O:12])[N:5]2[C:10]=1[CH:9]=[CH:8][CH:7]=[CH:6]2, predict the reactants needed to synthesize it. The reactants are: [OH:1][C:2]1[C:3]([CH3:23])=[C:4]([C:11]([C:13]2[CH:22]=[CH:21][C:16]([C:17]([O:19][CH3:20])=[O:18])=[CH:15][CH:14]=2)=[O:12])[N:5]2[C:10]=1[CH:9]=[CH:8][CH:7]=[CH:6]2.[CH3:24][O:25][C:26]1[CH:27]=[C:28]([CH:31]=[CH:32][CH:33]=1)[CH2:29]Br. (6) Given the product [Cl:1][C:2]1[C:10]([CH3:11])=[N:9][C:8]2[N:4]([N:5]=[C:6]3[CH2:14][N:13]([C:15]([C:17]4[CH:22]=[CH:21][CH:20]=[CH:19][C:18]=4[O:23][CH:24]4[CH2:29][CH2:28][N:27]([CH:32]([CH3:34])[CH3:31])[CH2:26][CH2:25]4)=[O:16])[CH2:12][C:7]3=2)[C:3]=1[CH3:30], predict the reactants needed to synthesize it. The reactants are: [Cl:1][C:2]1[C:10]([CH3:11])=[N:9][C:8]2[N:4]([N:5]=[C:6]3[CH2:14][N:13]([C:15]([C:17]4[CH:22]=[CH:21][CH:20]=[CH:19][C:18]=4[O:23][CH:24]4[CH2:29][CH2:28][NH:27][CH2:26][CH2:25]4)=[O:16])[CH2:12][C:7]3=2)[C:3]=1[CH3:30].[CH3:31][C:32]([CH3:34])=O.CC(O)=O.C(O[BH-](OC(=O)C)OC(=O)C)(=O)C.[Na+]. (7) The reactants are: C1C2[C:10]3=[CH:12]C4C=CC(C(N)=O)=[CH:17][C:18]=4[N:9]3[CH2:8]C=CC=2C=CC=1.C1C2C3=CC4C=C[C:37]([C:40](O)=O)=CC=4N3CC=CC=2C=CC=1.[OH-].[Na+].Cl.C(Cl)(=O)C(Cl)=O.CCN(P1(N(C)CCCN1C)=NC(C)(C)C)CC.C[NH:71][S:72](NC)(=[O:74])=[O:73]. Given the product [CH3:8][N:9]1[CH2:10][CH2:12][N:71]([S:72]([CH:37]=[CH2:40])(=[O:74])=[O:73])[CH2:17][CH2:18]1, predict the reactants needed to synthesize it.